Dataset: Full USPTO retrosynthesis dataset with 1.9M reactions from patents (1976-2016). Task: Predict the reactants needed to synthesize the given product. The reactants are: [S:1]1[CH:5]=[CH:4][CH:3]=[C:2]1[CH:6]=O.[CH3:8][O:9][CH2:10][CH2:11][NH2:12].[C:13]1(=[O:24])[O:19][C:17](=O)[C:16]2=[CH:20][CH:21]=[CH:22][CH:23]=[C:15]2[CH2:14]1.[F:25][C:26]([F:35])([F:34])[C:27]1[CH:28]=[C:29]([CH:31]=[CH:32][CH:33]=1)[NH2:30]. Given the product [CH3:8][O:9][CH2:10][CH2:11][N:12]1[CH:6]([C:2]2[S:1][CH:5]=[CH:4][CH:3]=2)[CH:14]([C:13]([NH:30][C:29]2[CH:31]=[CH:32][CH:33]=[C:27]([C:26]([F:25])([F:34])[F:35])[CH:28]=2)=[O:24])[C:15]2[C:16](=[CH:20][CH:21]=[CH:22][CH:23]=2)[C:17]1=[O:19], predict the reactants needed to synthesize it.